This data is from Full USPTO retrosynthesis dataset with 1.9M reactions from patents (1976-2016). The task is: Predict the reactants needed to synthesize the given product. Given the product [C:1]([N:30]1[C:31]2[C:26](=[CH:25][CH:24]=[C:23]([NH:22][C:20]([C:18]3[CH:17]=[CH:16][C:15]([C:34]4[CH:39]=[CH:38][CH:37]=[CH:36][CH:35]=4)=[CH:14][CH:19]=3)=[O:21])[CH:32]=2)[CH2:27][CH:28]([CH2:6][N:5]([CH3:10])[CH3:40])[CH2:29]1)(=[O:3])[CH3:2], predict the reactants needed to synthesize it. The reactants are: [C:1](Cl)(=[O:3])[CH3:2].[N:5]1[CH:10]=CC=C[CH:6]=1.CN([C:14]1[CH:19]=[C:18]([C:20]([N:22](C)[C:23]2[CH:32]=[C:31]3[C:26]([CH2:27][CH2:28][CH2:29][NH:30]3)=[CH:25][CH:24]=2)=[O:21])[CH:17]=[CH:16][C:15]=1[C:34]1[CH:39]=[CH:38][CH:37]=[CH:36][CH:35]=1)C.[C:40](=O)([O-])[O-].[K+].[K+].